From a dataset of Full USPTO retrosynthesis dataset with 1.9M reactions from patents (1976-2016). Predict the reactants needed to synthesize the given product. The reactants are: [NH2:1][C:2]1[C:11]([CH2:12][C:13]2[C:18]([O:19][CH3:20])=[CH:17][CH:16]=[CH:15][C:14]=2O)=[CH:10][C:9]2[C:4](=[CH:5][CH:6]=[CH:7][CH:8]=2)[N:3]=1.[CH2:22]([OH:24])[CH3:23]. Given the product [CH2:22]([O:24][C:14]1[CH:15]=[CH:16][CH:17]=[C:18]([O:19][CH3:20])[C:13]=1[CH2:12][C:11]1[C:2]([NH2:1])=[N:3][C:4]2[C:9]([CH:10]=1)=[CH:8][CH:7]=[CH:6][CH:5]=2)[CH3:23], predict the reactants needed to synthesize it.